Task: Predict the reactants needed to synthesize the given product.. Dataset: Full USPTO retrosynthesis dataset with 1.9M reactions from patents (1976-2016) Given the product [F:1][C:2]1([F:9])[CH2:5][CH:4]([CH:6]([NH:16][S:14]([C:11]([CH3:13])([CH3:12])[CH3:10])=[O:15])[CH3:7])[CH2:3]1, predict the reactants needed to synthesize it. The reactants are: [F:1][C:2]1([F:9])[CH2:5][CH:4]([C:6](=O)[CH3:7])[CH2:3]1.[CH3:10][C:11]([S@:14]([NH2:16])=[O:15])([CH3:13])[CH3:12].[BH4-].[Li+].